From a dataset of Forward reaction prediction with 1.9M reactions from USPTO patents (1976-2016). Predict the product of the given reaction. (1) Given the reactants [OH:1][C:2]1[CH:3]=[C:4]([C:8]2[C:17]3[C:12](=[C:13]([C:18]([F:21])([F:20])[F:19])[CH:14]=[CH:15][CH:16]=3)[N:11]=[CH:10][C:9]=2[C:22]([C:24]2[CH:29]=[CH:28][CH:27]=[CH:26][CH:25]=2)=[O:23])[CH:5]=[CH:6][CH:7]=1.[CH3:30][O:31][C:32](=[O:43])[C:33]1[CH:38]=[CH:37][C:36]([CH2:39]Br)=[C:35]([O:41][CH3:42])[CH:34]=1, predict the reaction product. The product is: [CH3:30][O:31][C:32](=[O:43])[C:33]1[CH:38]=[CH:37][C:36]([CH2:39][O:1][C:2]2[CH:7]=[CH:6][CH:5]=[C:4]([C:8]3[C:17]4[C:12](=[C:13]([C:18]([F:21])([F:19])[F:20])[CH:14]=[CH:15][CH:16]=4)[N:11]=[CH:10][C:9]=3[C:22](=[O:23])[C:24]3[CH:25]=[CH:26][CH:27]=[CH:28][CH:29]=3)[CH:3]=2)=[C:35]([O:41][CH3:42])[CH:34]=1. (2) Given the reactants COC(C1N=C2N([CH2:19][CH2:20][N:21]3[CH2:26][CH2:25][N:24]([C:27]([O:29][C:30]([CH3:33])([CH3:32])[CH3:31])=[O:28])[CH2:23][CH2:22]3)C3C=CC=CC=3N2C(=O)C=1OC(=O)C)=O.C(OC(N1CCN(CC[N:53]2[C:57]3=[N:58][C:59]([C:64](=[O:75])[NH:65][CH2:66][C:67]4[CH:72]=[CH:71][C:70]([Cl:73])=[C:69]([Cl:74])[CH:68]=4)=[C:60]([OH:63])[C:61](=[O:62])[N:56]3[C:55]3[CH:76]=[CH:77][CH:78]=[CH:79][C:54]2=3)CC1)=O)(C)(C)C, predict the reaction product. The product is: [C:30]([O:29][C:27]([N:24]1[CH2:25][CH2:26][N:21]([CH2:20][CH2:19][N:58]2[C:59]([C:64](=[O:75])[NH:65][CH2:66][C:67]3[CH:72]=[CH:71][C:70]([Cl:73])=[C:69]([Cl:74])[CH:68]=3)=[C:60]([OH:63])[C:61](=[O:62])[N:56]3[C:55]4[CH:76]=[CH:77][CH:78]=[CH:79][C:54]=4[N:53]=[C:57]23)[CH2:22][CH2:23]1)=[O:28])([CH3:33])([CH3:32])[CH3:31]. (3) Given the reactants [C:1]([O:11][C:12]1C=C(Cl)[C:15]([O:19][C:20]2[CH:25]=[CH:24][C:23]([NH2:26])=[CH:22][CH:21]=2)=[C:14]([Cl:27])[C:13]=1CC)(=[O:10])[CH:2]=[CH:3][C:4]1[CH:9]=[CH:8][CH:7]=[CH:6][CH:5]=1.C(N([CH2:35][CH3:36])CC)C.[Cl:37][CH:38]([CH3:42])[C:39](Cl)=[O:40].Cl[CH2:44][Cl:45], predict the reaction product. The product is: [C:1]([O:11][C:12]1[CH:13]=[C:14]([Cl:27])[C:15]([O:19][C:20]2[CH:21]=[CH:22][C:23]([NH:26][C:39](=[O:40])[CH:38]([Cl:37])[CH3:42])=[CH:24][CH:25]=2)=[C:44]([Cl:45])[C:35]=1[CH3:36])(=[O:10])[CH:2]=[CH:3][C:4]1[CH:5]=[CH:6][CH:7]=[CH:8][CH:9]=1. (4) Given the reactants [C:1]([C:4]1[CH:9]=[CH:8][C:7]([NH:10]C(=O)C)=[C:6]([CH2:14][CH2:15][CH3:16])[C:5]=1[OH:17])(=[O:3])[CH3:2].Cl, predict the reaction product. The product is: [NH2:10][C:7]1[CH:8]=[CH:9][C:4]([C:1](=[O:3])[CH3:2])=[C:5]([OH:17])[C:6]=1[CH2:14][CH2:15][CH3:16]. (5) Given the reactants C([N:8]1[CH2:12][C@H:11]([CH2:13][C:14]2[CH:19]=[CH:18][CH:17]=[C:16]([CH:20]([CH3:22])[CH3:21])[CH:15]=2)[C@@H:10]([C:23]#[N:24])[CH2:9]1)C1C=CC=CC=1.ClC(OC(Cl)=O)C, predict the reaction product. The product is: [CH:20]([C:16]1[CH:15]=[C:14]([CH:19]=[CH:18][CH:17]=1)[CH2:13][C@H:11]1[CH2:12][NH:8][CH2:9][C@@H:10]1[C:23]#[N:24])([CH3:22])[CH3:21]. (6) Given the reactants [Br:1]N1C(=O)CCC1=O.[F:9][C:10]([F:20])([F:19])[O:11][C:12]1[CH:13]=[C:14]([CH:16]=[CH:17][CH:18]=1)[NH2:15].O, predict the reaction product. The product is: [Br:1][C:18]1[CH:17]=[CH:16][C:14]([NH2:15])=[CH:13][C:12]=1[O:11][C:10]([F:19])([F:20])[F:9]. (7) Given the reactants [OH:1][CH:2]([CH2:24][N:25]1[CH2:30][CH2:29][CH2:28][CH2:27][CH2:26]1)[CH2:3][O:4][C:5]1[CH:14]=[C:13]2[C:8]([C:9]([C:16]3[CH:21]=[CH:20][C:19]([O:22][CH3:23])=[CH:18][CH:17]=3)=[CH:10][N+:11]([CH3:15])=[CH:12]2)=[CH:7][CH:6]=1.OCCCOC1C=C2C(C(C3C=CC(OC)=CC=3)=C[N+](C)=C2)=CC=1, predict the reaction product. The product is: [CH3:23][O:22][C:19]1[CH:20]=[CH:21][C:16]([CH:9]2[C:8]3[C:13](=[CH:14][C:5]([O:4][CH2:3][CH:2]([OH:1])[CH2:24][N:25]4[CH2:30][CH2:29][CH2:28][CH2:27][CH2:26]4)=[CH:6][CH:7]=3)[CH2:12][N:11]([CH3:15])[CH2:10]2)=[CH:17][CH:18]=1. (8) Given the reactants [F:1][C:2]1[CH:3]=[C:4]2[C:8](=[CH:9][C:10]=1[C:11]1[C:19]3[C:14](=[N:15][CH:16]=[CH:17][C:18]=3[NH:20][S:21]([C:24]3[CH:29]=[CH:28][CH:27]=[CH:26][CH:25]=3)(=[O:23])=[O:22])[N:13]([CH:30]3[CH2:33][N:32](C(OC(C)(C)C)=O)[CH2:31]3)[CH:12]=1)[N:7]([CH3:41])[CH2:6][CH2:5]2.Cl.O1CCOCC1, predict the reaction product. The product is: [NH:32]1[CH2:31][CH:30]([N:13]2[C:14]3=[N:15][CH:16]=[CH:17][C:18]([NH:20][S:21]([C:24]4[CH:25]=[CH:26][CH:27]=[CH:28][CH:29]=4)(=[O:23])=[O:22])=[C:19]3[C:11]([C:10]3[CH:9]=[C:8]4[C:4]([CH2:5][CH2:6][N:7]4[CH3:41])=[CH:3][C:2]=3[F:1])=[CH:12]2)[CH2:33]1.